This data is from NCI-60 drug combinations with 297,098 pairs across 59 cell lines. The task is: Regression. Given two drug SMILES strings and cell line genomic features, predict the synergy score measuring deviation from expected non-interaction effect. Drug 1: CC1=C(C(=O)C2=C(C1=O)N3CC4C(C3(C2COC(=O)N)OC)N4)N. Synergy scores: CSS=-16.2, Synergy_ZIP=-1.09, Synergy_Bliss=-14.6, Synergy_Loewe=-36.1, Synergy_HSA=-29.4. Cell line: NCI/ADR-RES. Drug 2: C1CCC(C(C1)N)N.C(=O)(C(=O)[O-])[O-].[Pt+4].